This data is from Catalyst prediction with 721,799 reactions and 888 catalyst types from USPTO. The task is: Predict which catalyst facilitates the given reaction. (1) Reactant: [F:1][C:2]1[C:3](=[N:20][C:21](=[O:23])[CH3:22])[NH:4][C:5](=[O:19])[N:6]([S:8]([C:11]2[CH:16]=[CH:15][C:14]([O:17][CH3:18])=[CH:13][CH:12]=2)(=[O:10])=[O:9])[CH:7]=1.[CH3:24]N(C)C=O.C(=O)([O-])[O-].[Li+].[Li+].IC. Product: [F:1][C:2]1[C:3](=[N:20][C:21](=[O:23])[CH3:22])[N:4]([CH3:24])[C:5](=[O:19])[N:6]([S:8]([C:11]2[CH:12]=[CH:13][C:14]([O:17][CH3:18])=[CH:15][CH:16]=2)(=[O:9])=[O:10])[CH:7]=1. The catalyst class is: 4. (2) Reactant: [Br:1][C:2]1[C:3]([CH:9](Br)Br)=[CH:4][C:5]([F:8])=[N:6][CH:7]=1.[Br:1][C:2]1[C:3]([CH2:9]Br)=[CH:4][C:5]([F:8])=[N:6][CH:7]=1.C(=O)([O-])[O-:23].[Ca+2]. Product: [Br:1][C:2]1[C:3]([CH:9]=[O:23])=[CH:4][C:5]([F:8])=[N:6][CH:7]=1. The catalyst class is: 16. (3) Reactant: [O:1]1[C:6]2=[CH:7][C:8]3[C:9](=[O:15])[C:10](=[O:14])[NH:11][C:12]=3[CH:13]=[C:5]2[O:4][CH2:3][CH2:2]1.[H-].[Na+].Br[CH:19]([C:26]1[CH:31]=[CH:30][CH:29]=[CH:28][CH:27]=1)[C:20]1[CH:25]=[CH:24][CH:23]=[CH:22][CH:21]=1. Product: [C:20]1([CH:19]([C:26]2[CH:27]=[CH:28][CH:29]=[CH:30][CH:31]=2)[N:11]2[C:12]3[CH:13]=[C:5]4[O:4][CH2:3][CH2:2][O:1][C:6]4=[CH:7][C:8]=3[C:9](=[O:15])[C:10]2=[O:14])[CH:25]=[CH:24][CH:23]=[CH:22][CH:21]=1. The catalyst class is: 255. (4) Product: [OH:9][CH2:8][C:2](=[CH2:3])[C:1]([O:5][CH2:6][CH3:7])=[O:4]. Reactant: [C:1]([O:5][CH2:6][CH3:7])(=[O:4])[CH:2]=[CH2:3].[CH2:8]=[O:9].N12CCC(CC1)CN2.Cl. The catalyst class is: 374. (5) Reactant: [CH2:1]1[C:9]2[C:4](=[CH:5][C:6]([NH:10][NH2:11])=[CH:7][CH:8]=2)[CH2:3][CH2:2]1.[C:12](OCC)(=[O:17])[CH2:13][C:14]([CH3:16])=O. Product: [CH2:1]1[C:9]2[C:4](=[CH:5][C:6]([N:10]3[C:12](=[O:17])[CH2:13][C:14]([CH3:16])=[N:11]3)=[CH:7][CH:8]=2)[CH2:3][CH2:2]1. The catalyst class is: 15. (6) Reactant: [CH3:1][C:2]1[CH:3]=[C:4]([CH:9]=[CH:10][C:11]=1[CH:12]([O:14][C:15]1[CH:20]=[CH:19][CH:18]=[CH:17][CH:16]=1)[CH3:13])[C:5]([O:7]C)=[O:6].O.[OH-].[Li+].O1CCCC1.Cl. Product: [CH3:1][C:2]1[CH:3]=[C:4]([CH:9]=[CH:10][C:11]=1[CH:12]([O:14][C:15]1[CH:20]=[CH:19][CH:18]=[CH:17][CH:16]=1)[CH3:13])[C:5]([OH:7])=[O:6]. The catalyst class is: 72. (7) Reactant: [CH3:1][N:2]1[C:10]2[C:5](=[CH:6][C:7](B3OC(C)(C)C(C)(C)O3)=[CH:8][CH:9]=2)[CH2:4][C:3]1=[O:20].Br[C:22]1[CH:23]=[N:24][CH:25]=[C:26]([C:28]2([CH3:33])[O:32][CH2:31][CH2:30][O:29]2)[CH:27]=1.COCCOC.C(=O)([O-])[O-].[Na+].[Na+]. Product: [CH3:1][N:2]1[C:10]2[C:5](=[CH:6][C:7]([C:22]3[CH:23]=[N:24][CH:25]=[C:26]([C:28]4([CH3:33])[O:32][CH2:31][CH2:30][O:29]4)[CH:27]=3)=[CH:8][CH:9]=2)[CH2:4][C:3]1=[O:20]. The catalyst class is: 668.